Dataset: Peptide-MHC class II binding affinity with 134,281 pairs from IEDB. Task: Regression. Given a peptide amino acid sequence and an MHC pseudo amino acid sequence, predict their binding affinity value. This is MHC class II binding data. The peptide sequence is LEASMLLDNMEVRGG. The MHC is DRB4_0103 with pseudo-sequence DRB4_0103. The binding affinity (normalized) is 0.